From a dataset of Reaction yield outcomes from USPTO patents with 853,638 reactions. Predict the reaction yield, written as a fraction of the theoretical maximum amount of product (1.0 means a 100% yield; for example, 0.34 means a 34% yield). (1) The yield is 0.540. No catalyst specified. The reactants are [C:1]([C:3]1[CH:8]=[CH:7][C:6](B(O)O)=[CH:5][CH:4]=1)#[N:2].Br[C:13]1[CH:14]=[C:15]2[C:20](=[CH:21][CH:22]=1)[CH2:19][C:18](=[O:23])[CH2:17][CH2:16]2. The product is [O:23]=[C:18]1[CH2:17][CH2:16][C:15]2[CH:14]=[C:13]([C:6]3[CH:7]=[CH:8][C:3]([C:1]#[N:2])=[CH:4][CH:5]=3)[CH:22]=[CH:21][C:20]=2[CH2:19]1. (2) The product is [C:4]([C:8]1[CH:12]=[C:11]([C:13]([OH:15])=[O:14])[N:10]([C:18]2[CH:19]=[C:20]3[C:25](=[CH:26][CH:27]=2)[N:24]=[C:23]([NH:28][CH3:29])[CH:22]=[CH:21]3)[N:9]=1)([CH3:7])([CH3:5])[CH3:6]. The yield is 1.00. The reactants are O[Li].O.[C:4]([C:8]1[CH:12]=[C:11]([C:13]([O:15]CC)=[O:14])[N:10]([C:18]2[CH:19]=[C:20]3[C:25](=[CH:26][CH:27]=2)[N:24]=[C:23]([NH:28][CH3:29])[CH:22]=[CH:21]3)[N:9]=1)([CH3:7])([CH3:6])[CH3:5]. The catalyst is O.C1COCC1.CCO.Cl. (3) The reactants are [CH2:1]([O:3][C:4]([C:6]1N[C:9]2=CN=C(Br)[CH:13]=[C:8]2[CH:7]=1)=[O:5])[CH3:2].C(NC(C)C)(C)C.C[Si](C#C)(C)C. The catalyst is Cl[Pd](Cl)([P](C1C=CC=CC=1)(C1C=CC=CC=1)C1C=CC=CC=1)[P](C1C=CC=CC=1)(C1C=CC=CC=1)C1C=CC=CC=1.O1CCOCC1. The product is [C:4]([O:3][CH2:1][CH3:2])(=[O:5])[CH3:6].[CH3:4][CH2:6][CH2:7][CH:8]([CH3:9])[CH3:13]. The yield is 0.250.